From a dataset of Reaction yield outcomes from USPTO patents with 853,638 reactions. Predict the reaction yield, written as a fraction of the theoretical maximum amount of product (1.0 means a 100% yield; for example, 0.34 means a 34% yield). (1) The reactants are [NH2:1][C:2]1[CH:30]=[CH:29][C:5]([O:6][C:7]2[N:12]=[CH:11][N:10]=[C:9]([NH:13][C:14]([N:16]3[CH2:21][CH2:20][N:19]([CH:22]4[CH2:27][CH2:26][N:25]([CH3:28])[CH2:24][CH2:23]4)[CH2:18][CH2:17]3)=[O:15])[CH:8]=2)=[C:4]([F:31])[CH:3]=1.[C@]12(CS(O)(=O)=O)C(C)(C)C(CC1)CC2=O.[C:47]1([CH2:53][C:54]([N:56]=[C:57]=[S:58])=[O:55])[CH:52]=[CH:51][CH:50]=[CH:49][CH:48]=1.C(OCC)C. The catalyst is C(O)C.C1(C)C=CC=CC=1.CCCCCC. The product is [F:31][C:4]1[CH:3]=[C:2]([NH:1][C:57]([NH:56][C:54](=[O:55])[CH2:53][C:47]2[CH:48]=[CH:49][CH:50]=[CH:51][CH:52]=2)=[S:58])[CH:30]=[CH:29][C:5]=1[O:6][C:7]1[N:12]=[CH:11][N:10]=[C:9]([NH:13][C:14]([N:16]2[CH2:21][CH2:20][N:19]([CH:22]3[CH2:23][CH2:24][N:25]([CH3:28])[CH2:26][CH2:27]3)[CH2:18][CH2:17]2)=[O:15])[CH:8]=1. The yield is 0.156. (2) The reactants are Cl[C:2]1[N:7]=[CH:6][N:5]=[C:4]([N:8]2[CH2:12][CH2:11][N:10]([C:13]3[CH:14]=[N:15][CH:16]=[CH:17][C:18]=3[CH:19]3[CH2:21][CH2:20]3)[C:9]2=[O:22])[CH:3]=1.[CH:23]1(B(O)O)[CH2:25][CH2:24]1.C(=O)([O-])[O-].[K+].[K+]. The catalyst is C1C=CC([P]([Pd]([P](C2C=CC=CC=2)(C2C=CC=CC=2)C2C=CC=CC=2)([P](C2C=CC=CC=2)(C2C=CC=CC=2)C2C=CC=CC=2)[P](C2C=CC=CC=2)(C2C=CC=CC=2)C2C=CC=CC=2)(C2C=CC=CC=2)C2C=CC=CC=2)=CC=1.C1(C)C(C)=CC=CC=1. The product is [CH:19]1([C:18]2[CH:17]=[CH:16][N:15]=[CH:14][C:13]=2[N:10]2[CH2:11][CH2:12][N:8]([C:4]3[CH:3]=[C:2]([CH:23]4[CH2:25][CH2:24]4)[N:7]=[CH:6][N:5]=3)[C:9]2=[O:22])[CH2:21][CH2:20]1. The yield is 0.387. (3) The reactants are [CH2:1](O)[CH2:2][CH:3]([CH3:5])[CH3:4].C(N(CC)CC)C.CS(Cl)(=O)=O.O.[NH2:20][NH2:21].[P:22](=[O:26])([OH:25])([OH:24])[OH:23]. The catalyst is O1CCCC1.C(O)C.C(Cl)(Cl)Cl.O. The product is [P:22]([OH:26])([OH:25])([OH:24])=[O:23].[CH3:4][CH:3]([CH3:5])[CH2:2][CH2:1][NH:20][NH2:21]. The yield is 0.800.